From a dataset of Forward reaction prediction with 1.9M reactions from USPTO patents (1976-2016). Predict the product of the given reaction. (1) Given the reactants [OH:1][C:2]1[C:3]([C:15]2[CH:20]=[CH:19][CH:18]=[CH:17][CH:16]=2)=[N:4][C:5]2[C:10]([C:11]=1[C:12]([OH:14])=[O:13])=[CH:9][CH:8]=[CH:7][CH:6]=2.C([O-])([O-])=O.[K+].[K+].[CH2:27](Br)[C:28]1[CH:33]=[CH:32][CH:31]=[CH:30][CH:29]=1, predict the reaction product. The product is: [CH2:27]([O:1][C:2]1[C:3]([C:15]2[CH:20]=[CH:19][CH:18]=[CH:17][CH:16]=2)=[N:4][C:5]2[C:10]([C:11]=1[C:12]([OH:14])=[O:13])=[CH:9][CH:8]=[CH:7][CH:6]=2)[C:28]1[CH:33]=[CH:32][CH:31]=[CH:30][CH:29]=1. (2) Given the reactants [N:1]12[CH2:10][CH:5]3[CH2:6][CH:7]([CH2:9][CH:3]([C@@H:4]3[CH2:11][NH2:12])[CH2:2]1)[CH2:8]2.[NH:13]1[C:21]2[C:16](=[CH:17][C:18]([C:22](O)=[O:23])=[CH:19][CH:20]=2)[CH:15]=[CH:14]1.Cl.CN(C)CCCN=C=NCC.ON1C2C=CC=CC=2N=N1, predict the reaction product. The product is: [N:1]12[CH2:10][CH:5]3[CH2:6][CH:7]([CH2:9][CH:3]([C@@H:4]3[CH2:11][NH:12][C:22]([C:18]3[CH:17]=[C:16]4[C:21](=[CH:20][CH:19]=3)[NH:13][CH:14]=[CH:15]4)=[O:23])[CH2:2]1)[CH2:8]2. (3) Given the reactants [NH2:1][C:2]1[CH:3]=[CH:4][C:5]([NH:11][CH2:12][CH2:13][C:14]2[CH:19]=[CH:18][CH:17]=[CH:16][N:15]=2)=[C:6]([C:8](=[O:10])[CH3:9])[CH:7]=1.[F:20][C:21]([F:38])([F:37])[C:22]1[CH:27]=[CH:26][C:25]([C:28]2[C:29]([C:34](O)=[O:35])=[CH:30][CH:31]=[CH:32][CH:33]=2)=[CH:24][CH:23]=1.C1C=CC2N(O)N=NC=2C=1.CCN=C=NCCCN(C)C.Cl, predict the reaction product. The product is: [C:8]([C:6]1[CH:7]=[C:2]([NH:1][C:34]([C:29]2[C:28]([C:25]3[CH:26]=[CH:27][C:22]([C:21]([F:20])([F:37])[F:38])=[CH:23][CH:24]=3)=[CH:33][CH:32]=[CH:31][CH:30]=2)=[O:35])[CH:3]=[CH:4][C:5]=1[NH:11][CH2:12][CH2:13][C:14]1[CH:19]=[CH:18][CH:17]=[CH:16][N:15]=1)(=[O:10])[CH3:9]. (4) Given the reactants [C:1]([C:9]1[CH:13]=[CH:12][O:11][C:10]=1[C:14]([OH:16])=O)(=O)[C:2]1[CH:7]=[CH:6][CH:5]=[CH:4][CH:3]=1.[NH2:17][NH2:18], predict the reaction product. The product is: [C:2]1([C:1]2[C:9]3[CH:13]=[CH:12][O:11][C:10]=3[C:14]([OH:16])=[N:18][N:17]=2)[CH:7]=[CH:6][CH:5]=[CH:4][CH:3]=1. (5) Given the reactants [N:1]1[CH:6]=[CH:5][C:4]([C:7]([OH:11])([C:9]#[CH:10])[CH3:8])=[N:3][CH:2]=1.[OH:12][C:13]1[CH:14]=[CH:15][C:16]([CH2:20][C:21]([O:23][CH2:24][CH3:25])=[O:22])=[N:17][C:18]=1I, predict the reaction product. The product is: [OH:11][C:7]([C:9]1[O:12][C:13]2[C:18](=[N:17][C:16]([CH2:20][C:21]([O:23][CH2:24][CH3:25])=[O:22])=[CH:15][CH:14]=2)[CH:10]=1)([C:4]1[CH:5]=[CH:6][N:1]=[CH:2][N:3]=1)[CH3:8]. (6) Given the reactants CS(Cl)(=O)=[O:3].C(N(CC)CC)C.[H-].[Al+3].[Li+].[H-].[H-].[H-].[CH3:19][N:20]([CH3:34])[C:21]1[CH:26]=[CH:25][C:24]([C@H:27]([CH3:31])[CH2:28][CH:29]=[O:30])=[C:23]([O:32][CH3:33])[CH:22]=1.C1[CH2:39][O:38]CC1, predict the reaction product. The product is: [CH3:39][O:38][C:31](=[O:3])[C@@H:27]([C:24]1[CH:25]=[CH:26][C:21]([N:20]([CH3:19])[CH3:34])=[CH:22][C:23]=1[O:32][CH3:33])[CH2:28][CH:29]=[O:30]. (7) Given the reactants [C:1]([C:3]1[CH:4]=[C:5]([N:9]2[C:13]([C:14]([OH:16])=[O:15])=[CH:12][C:11]([C:17]([F:20])([F:19])[F:18])=[N:10]2)[CH:6]=[CH:7][CH:8]=1)#[N:2], predict the reaction product. The product is: [NH2:2][CH2:1][C:3]1[CH:4]=[C:5]([N:9]2[C:13]([C:14]([OH:16])=[O:15])=[CH:12][C:11]([C:17]([F:19])([F:20])[F:18])=[N:10]2)[CH:6]=[CH:7][CH:8]=1. (8) Given the reactants FC(F)(F)C(O)=O.C1(OC)C=CC=CC=1.[Cl:16][C:17]1[CH:18]=[CH:19][C:20]([C:25]#[C:26][C@@H:27]2[N:31](CC3C=CC(OC)=CC=3OC)[C:30](=[O:43])[CH2:29][CH2:28]2)=[N:21][C:22]=1[O:23][CH3:24], predict the reaction product. The product is: [Cl:16][C:17]1[CH:18]=[CH:19][C:20]([C:25]#[C:26][C@@H:27]2[NH:31][C:30](=[O:43])[CH2:29][CH2:28]2)=[N:21][C:22]=1[O:23][CH3:24]. (9) The product is: [F:3][C:4]1[CH:9]=[C:8]([F:10])[CH:7]=[CH:6][C:5]=1[C@:11]12[CH2:20][O:19][C@@H:18]([CH:21]3[CH2:25][CH2:24][C:23]([CH3:26])([CH3:27])[O:22]3)[CH2:17][C@H:16]1[CH2:15][S:14][C:13]([NH2:28])=[N:12]2. Given the reactants CN.[F:3][C:4]1[CH:9]=[C:8]([F:10])[CH:7]=[CH:6][C:5]=1[C@:11]12[CH2:20][O:19][C@@H:18]([CH:21]3[CH2:25][CH2:24][C:23]([CH3:27])([CH3:26])[O:22]3)[CH2:17][C@H:16]1[CH2:15][S:14][C:13]([NH:28]C(=O)C1C=CC=CC=1)=[N:12]2, predict the reaction product.